This data is from Forward reaction prediction with 1.9M reactions from USPTO patents (1976-2016). The task is: Predict the product of the given reaction. Given the reactants [CH3:1][C:2]1[N:3]=[C:4]([C:10]2[CH:15]=[CH:14][C:13]([C:16]([F:19])([F:18])[F:17])=[CH:12][CH:11]=2)[S:5][C:6]=1[CH:7]([OH:9])[CH3:8], predict the reaction product. The product is: [CH3:1][C:2]1[N:3]=[C:4]([C:10]2[CH:15]=[CH:14][C:13]([C:16]([F:19])([F:18])[F:17])=[CH:12][CH:11]=2)[S:5][C:6]=1[C:7](=[O:9])[CH3:8].